From a dataset of Kinase inhibitor binding affinity data with 442 proteins and 68 drugs (Kd values). Regression. Given a target protein amino acid sequence and a drug SMILES string, predict the binding affinity score between them. We predict pKd (pKd = -log10(Kd in M); higher means stronger binding). Dataset: davis. (1) The small molecule is CCN1CCN(Cc2ccc(NC(=O)Nc3ccc(Oc4cc(NC)ncn4)cc3)cc2C(F)(F)F)CC1. The target protein is PFCDPK1(Pfalciparum). The pKd is 8.1. (2) The target protein (TRPM6) has sequence MKEQPVLERLQSQKSWIKGVFDKRECSTIIPSSKNPHRCTPVCQVCQNLIRCYCGRLIGDHAGIDYSWTISAAKGKESEQWSVEKHTTKSPTDTFGTINFQDGEHTHHAKYIRTSYDTKLDHLLHLMLKEWKMELPKLVISVHGGIQNFTMPSKFKEIFSQGLVKAAETTGAWIITEGINTGVSKHVGDALKSHSSHSLRKIWTVGIPPWGVIENQRDLIGKDVVCLYQTLDNPLSKLTTLNSMHSHFILSDDGTVGKYGNEMKLRRNLEKYLSLQKIHCRSRQGVPVVGLVVEGGPNVILSVWETVKDKDPVVVCEGTGRAADLLAFTHKHLADEGMLRPQVKEEIICMIQNTFNFSLKQSKHLFQILMECMVHRDCITIFDADSEEQQDLDLAILTALLKGTNLSASEQLNLAMAWDRVDIAKKHILIYEQHWKPDALEQAMSDALVMDRVDFVKLLIEYGVNLHRFLTIPRLEELYNTKQGPTNTLLHHLVQDVKQH.... The small molecule is CN(C)CC=CC(=O)Nc1cc2c(Nc3ccc(F)c(Cl)c3)ncnc2cc1OC1CCOC1. The pKd is 5.0. (3) The small molecule is N#CCC(C1CCCC1)n1cc(-c2ncnc3[nH]ccc23)cn1.O=P(O)(O)O. The target protein (ANKK1) has sequence MAADPTELRLGSLPVFTRDDFEGDWRLVASGGFSQVFQARHRRWRTEYAIKCAPCLPPDAASSDVNYLIEEAAKMKKIKFQHIVSIYGVCKQPLGIVMEFMANGSLEKVLSTHSLCWKLRFRIIHETSLAMNFLHSIKPPLLHLDLKPGNILLDSNMHVKISDFGLSKWMEQSTRMQYIERSALRGMLSYIPPEMFLESNKAPGPKYDVYSFAIVIWELLTQKKPYSGFNMMMIIIRVAAGMRPSLQPVSDQWPSEAQQMVDLMKRCWDQDPKKRPCFLDITIETDILLSLLQSRVAVPESKALARKVSCKLSLRQPGEVNEDISQELMDSDSGNYLKRALQLSDRKNLVPRDEELCIYENKVTPLHFLVAQGSVEQVRLLLAHEVDVDCQTASGYTPLLIAAQDQQPDLCALLLAHGADANRVDEDGWAPLHFAAQNGDDGTARLLLDHGACVDAQEREGWTPLHLAAQNNFENVARLLVSRQADPNLHEAEGKTPLHV.... The pKd is 6.4.